From a dataset of Reaction yield outcomes from USPTO patents with 853,638 reactions. Predict the reaction yield, written as a fraction of the theoretical maximum amount of product (1.0 means a 100% yield; for example, 0.34 means a 34% yield). (1) The catalyst is C(O)C. The reactants are [CH2:1]([O:8][N:9]([C:21](=[O:28])[CH2:22][C:23]([O:25][CH2:26][CH3:27])=[O:24])[C:10]1[N:20]=[CH:19][CH:18]=[CH:17][C:11]=1[C:12]([O:14]CC)=O)[C:2]1[CH:7]=[CH:6][CH:5]=[CH:4][CH:3]=1.[O-]CC.[Na+]. The yield is 0.820. The product is [CH2:1]([O:8][N:9]1[C:10]2[C:11](=[CH:17][CH:18]=[CH:19][N:20]=2)[C:12]([OH:14])=[C:22]([C:23]([O:25][CH2:26][CH3:27])=[O:24])[C:21]1=[O:28])[C:2]1[CH:7]=[CH:6][CH:5]=[CH:4][CH:3]=1. (2) The reactants are [CH3:1][O:2][C:3]1[C:8]2[N:9]=[C:10]([NH2:12])[O:11][C:7]=2[C:6]([C:13]2[CH:18]=[CH:17][CH:16]=[CH:15][CH:14]=2)=[CH:5][CH:4]=1.C(N(CC)CC)C.[F:26][C:27]1[CH:35]=[CH:34][C:30]([C:31](Cl)=[O:32])=[CH:29][CH:28]=1. The catalyst is CN(C1C=CN=CC=1)C.C1COCC1. The product is [F:26][C:27]1[CH:35]=[CH:34][C:30]([C:31]([NH:12][C:10]2[O:11][C:7]3[C:6]([C:13]4[CH:14]=[CH:15][CH:16]=[CH:17][CH:18]=4)=[CH:5][CH:4]=[C:3]([O:2][CH3:1])[C:8]=3[N:9]=2)=[O:32])=[CH:29][CH:28]=1. The yield is 0.330. (3) The reactants are [S:1]([NH:5][C:6]1[CH:13]=[CH:12][CH:11]=[C:10]([O:14][CH2:15][CH2:16][CH3:17])[C:7]=1[C:8]#[N:9])(=[O:4])(=[O:3])[NH2:2].[OH-].[Na+]. The catalyst is C(O)C. The product is [NH2:9][C:8]1[C:7]2[C:10]([O:14][CH2:15][CH2:16][CH3:17])=[CH:11][CH:12]=[CH:13][C:6]=2[NH:5][S:1](=[O:4])(=[O:3])[N:2]=1. The yield is 0.850. (4) The reactants are [CH3:1][N:2]([CH3:15])[C:3](=[O:14])[CH2:4][C:5]1[CH:10]=[CH:9][CH:8]=[C:7]([N+:11]([O-])=O)[CH:6]=1.C([SiH](CC)CC)C. The catalyst is CO.[Pd]. The product is [NH2:11][C:7]1[CH:6]=[C:5]([CH2:4][C:3]([N:2]([CH3:1])[CH3:15])=[O:14])[CH:10]=[CH:9][CH:8]=1. The yield is 0.880. (5) The reactants are [F:1][C:2]1[CH:3]=[C:4]2[C:8](=[CH:9][CH:10]=1)[NH:7][C:6](=[O:11])[CH2:5]2.[Li+].C[Si]([N-][Si](C)(C)C)(C)C.Cl[CH2:23][CH2:24][N:25]([CH2:33][CH2:34]Cl)[C:26](=[O:32])[O:27][C:28]([CH3:31])([CH3:30])[CH3:29]. No catalyst specified. The product is [F:1][C:2]1[CH:3]=[C:4]2[C:5]3([CH2:34][CH2:33][N:25]([C:26]([O:27][C:28]([CH3:30])([CH3:29])[CH3:31])=[O:32])[CH2:24][CH2:23]3)[C:6](=[O:11])[NH:7][C:8]2=[CH:9][CH:10]=1. The yield is 0.0700. (6) The reactants are [BH4-].[Na+].C[CH2:4][N:5]([CH:9]([CH3:11])[CH3:10])[CH:6](C)C.O.O.O.[Cl-].[CH3:16][C:17]1[SH+:18][CH:19]=[CH:20][CH:21]=[CH:22][CH:23]=[CH:24][CH:25]=1.[BH4-].[Na+].[C:28]([O:31]C(=O)C)(=O)[CH3:29].C[CH2:36][N:37]([CH:41](C)C)C(C)C.C(#[N:46])C. No catalyst specified. The product is [CH3:36][N:37]([CH3:41])[C:24]1[CH:23]=[CH:22][C:16]2[N:46]([C:28](=[O:31])[CH3:29])[C:20]3[C:19]([S:18][C:17]=2[CH:25]=1)=[CH:11][C:9]([N:5]([CH3:4])[CH3:6])=[CH:10][CH:21]=3. The yield is 0.520. (7) The reactants are S(O[CH2:8][CH3:9])(OCC)(=O)=[O:2].[CH2:10]([N:12]([CH2:15][CH3:16])[CH2:13][CH3:14])[CH3:11].C(O)C.[OH-].[Na+]. No catalyst specified. The product is [OH-:2].[CH2:10]([N+:12]([CH2:8][CH3:9])([CH2:15][CH3:16])[CH2:13][CH3:14])[CH3:11]. The yield is 0.957. (8) The reactants are CO[C:3](=[O:24])[C:4]1[CH:9]=[CH:8][C:7]([O:10][CH2:11][C:12]2[C:13]([C:17]3[CH:22]=[CH:21][C:20]([F:23])=[CH:19][CH:18]=3)=[N:14][O:15][CH:16]=2)=[N:6][CH:5]=1.COC(=O)C1C=CC(OCC2C(C3C=CC=CC=3)=NOC=2C)=NC=1.[NH2:49][CH:50]([CH3:53])[CH2:51][OH:52]. No catalyst specified. The product is [F:23][C:20]1[CH:19]=[CH:18][C:17]([C:13]2[C:12]([CH2:11][O:10][C:7]3[CH:8]=[CH:9][C:4]([C:3]([NH:49][CH:50]([CH3:53])[CH2:51][OH:52])=[O:24])=[CH:5][N:6]=3)=[CH:16][O:15][N:14]=2)=[CH:22][CH:21]=1. The yield is 0.710.